Dataset: Peptide-MHC class I binding affinity with 185,985 pairs from IEDB/IMGT. Task: Regression. Given a peptide amino acid sequence and an MHC pseudo amino acid sequence, predict their binding affinity value. This is MHC class I binding data. (1) The peptide sequence is QPFPSQQPY. The MHC is HLA-B07:02 with pseudo-sequence HLA-B07:02. The binding affinity (normalized) is 0. (2) The peptide sequence is FPFKYAAAF. The MHC is HLA-A11:01 with pseudo-sequence HLA-A11:01. The binding affinity (normalized) is 0.0307. (3) The binding affinity (normalized) is 0.0847. The MHC is HLA-A26:01 with pseudo-sequence HLA-A26:01. The peptide sequence is RLAPEPVYT. (4) The peptide sequence is DESKKEINLL. The MHC is HLA-B45:01 with pseudo-sequence HLA-B45:01. The binding affinity (normalized) is 0. (5) The peptide sequence is VMAFHLTTR. The MHC is HLA-A03:01 with pseudo-sequence HLA-A03:01. The binding affinity (normalized) is 0.635.